Dataset: NCI-60 drug combinations with 297,098 pairs across 59 cell lines. Task: Regression. Given two drug SMILES strings and cell line genomic features, predict the synergy score measuring deviation from expected non-interaction effect. Drug 1: CC1OCC2C(O1)C(C(C(O2)OC3C4COC(=O)C4C(C5=CC6=C(C=C35)OCO6)C7=CC(=C(C(=C7)OC)O)OC)O)O. Drug 2: C1=CN(C(=O)N=C1N)C2C(C(C(O2)CO)O)O.Cl. Cell line: T-47D. Synergy scores: CSS=40.1, Synergy_ZIP=0.302, Synergy_Bliss=6.24, Synergy_Loewe=6.83, Synergy_HSA=7.81.